Dataset: Forward reaction prediction with 1.9M reactions from USPTO patents (1976-2016). Task: Predict the product of the given reaction. Given the reactants Br[C:2]1[S:6][C:5]([N:7]2[CH2:15][CH:14]3[CH2:16][N:10]4[CH2:11][CH:12]([CH2:17][CH:8]2[CH2:9]4)[CH2:13]3)=[N:4][CH:3]=1.[F:18][C:19]1[CH:24]=[CH:23][C:22](B(O)O)=[CH:21][CH:20]=1, predict the reaction product. The product is: [F:18][C:19]1[CH:24]=[CH:23][C:22]([C:2]2[S:6][C:5]([N:7]3[CH2:15][CH:14]4[CH2:16][N:10]5[CH2:11][CH:12]([CH2:17][CH:8]3[CH2:9]5)[CH2:13]4)=[N:4][CH:3]=2)=[CH:21][CH:20]=1.